This data is from hERG potassium channel inhibition data for cardiac toxicity prediction from Karim et al.. The task is: Regression/Classification. Given a drug SMILES string, predict its toxicity properties. Task type varies by dataset: regression for continuous values (e.g., LD50, hERG inhibition percentage) or binary classification for toxic/non-toxic outcomes (e.g., AMES mutagenicity, cardiotoxicity, hepatotoxicity). Dataset: herg_karim. (1) The compound is O=C(c1ccc(Cl)cc1)N1CCN(c2ccc(OC3CCN(C4CCCC4)CC3)cc2)C(=O)C1. The result is 1 (blocker). (2) The drug is O=C(NC1CC1)c1cc(NCc2cnc(Nc3ccccn3)s2)c(F)cc1F. The result is 0 (non-blocker). (3) The compound is CC(C)(C)NC(=O)NCCN1CCN(CC(=O)Nc2cc(Cl)cc(Cl)c2)CC1. The result is 1 (blocker).